From a dataset of Full USPTO retrosynthesis dataset with 1.9M reactions from patents (1976-2016). Predict the reactants needed to synthesize the given product. Given the product [CH3:34][C:35]([CH3:40])([CH3:39])[CH2:36][CH2:37][N:24]1[CH2:25][CH:26]2[CH:22]([CH:21]2[C:19]([NH:18][CH2:17][C:8]2[CH:7]=[C:6]([CH2:2][CH:3]([CH3:5])[CH3:4])[N:10]([C:11]3[CH:16]=[CH:15][CH:14]=[CH:13][CH:12]=3)[N:9]=2)=[O:20])[CH2:23]1, predict the reactants needed to synthesize it. The reactants are: Cl.[CH2:2]([C:6]1[N:10]([C:11]2[CH:16]=[CH:15][CH:14]=[CH:13][CH:12]=2)[N:9]=[C:8]([CH2:17][NH:18][C:19]([CH:21]2[CH:26]3[CH:22]2[CH2:23][NH:24][CH2:25]3)=[O:20])[CH:7]=1)[CH:3]([CH3:5])[CH3:4].C(N(CC)CC)C.[CH3:34][C:35]([CH3:40])([CH3:39])[CH2:36][CH:37]=O.C(O[BH-](OC(=O)C)OC(=O)C)(=O)C.[Na+].